Dataset: Merck oncology drug combination screen with 23,052 pairs across 39 cell lines. Task: Regression. Given two drug SMILES strings and cell line genomic features, predict the synergy score measuring deviation from expected non-interaction effect. Drug 1: O=c1[nH]cc(F)c(=O)[nH]1. Drug 2: Cn1nnc2c(C(N)=O)ncn2c1=O. Cell line: HT144. Synergy scores: synergy=-24.3.